Dataset: Full USPTO retrosynthesis dataset with 1.9M reactions from patents (1976-2016). Task: Predict the reactants needed to synthesize the given product. (1) Given the product [Cl:27][C:24]1[CH:25]=[CH:26][C:21]([O:20][C:17]2[CH:16]=[CH:15][C:14]([CH2:13][CH2:12][O:11][C:9]3[NH:10][CH:36]=[C:35]([CH2:41][C:42]4[C:47]([OH:1])=[CH:46][C:45]([F:49])=[CH:44][C:43]=4[F:50])[C:33](=[O:34])[N:32]=3)=[CH:19][CH:18]=2)=[CH:22][C:23]=1[C:28]([F:31])([F:30])[F:29], predict the reactants needed to synthesize it. The reactants are: [OH:1]S(C(F)(F)F)(=O)=O.[C:9](=[NH:32])([O:11][CH2:12][CH2:13][C:14]1[CH:19]=[CH:18][C:17]([O:20][C:21]2[CH:26]=[CH:25][C:24]([Cl:27])=[C:23]([C:28]([F:31])([F:30])[F:29])[CH:22]=2)=[CH:16][CH:15]=1)[NH2:10].[CH:33]([CH:35]([CH2:41][C:42]1[C:47](F)=[CH:46][C:45]([F:49])=[CH:44][C:43]=1[F:50])[C:36](OCC)=O)=[O:34].C([O-])([O-])=O.[K+].[K+]. (2) Given the product [CH3:13][C:8]1[CH:7]=[C:6]([C:14]([F:16])([F:15])[F:17])[C:5]2[C:10](=[CH:11][CH:12]=[C:3]([OH:2])[CH:4]=2)[N:9]=1, predict the reactants needed to synthesize it. The reactants are: C[O:2][C:3]1[CH:4]=[C:5]2[C:10](=[CH:11][CH:12]=1)[N:9]=[C:8]([CH3:13])[CH:7]=[C:6]2[C:14]([F:17])([F:16])[F:15].B(Br)(Br)Br.C(=O)(O)[O-].[Na+].